From a dataset of Full USPTO retrosynthesis dataset with 1.9M reactions from patents (1976-2016). Predict the reactants needed to synthesize the given product. (1) The reactants are: [NH2:1][C:2]1[CH:26]=[CH:25][C:5]([O:6][C:7]2[CH:12]=[CH:11][N:10]=[C:9]3[CH:13]=[C:14]([C:16]4[CH2:21][CH2:20][N:19]([C:22](=[O:24])[CH3:23])[CH2:18][CH:17]=4)[S:15][C:8]=23)=[C:4]([F:27])[CH:3]=1.C(N1C2C(OC3C=CC(N[C:47]([NH:49][C:50](=[O:58])[CH2:51][C:52]4[CH:57]=[CH:56][CH:55]=[CH:54][CH:53]=4)=[S:48])=CC=3F)=NC=NC=2C=C1)C. Given the product [C:22]([N:19]1[CH2:20][CH:21]=[C:16]([C:14]2[S:15][C:8]3[C:9](=[N:10][CH:11]=[CH:12][C:7]=3[O:6][C:5]3[CH:25]=[CH:26][C:2]([NH:1][C:47]([NH:49][C:50](=[O:58])[CH2:51][C:52]4[CH:53]=[CH:54][CH:55]=[CH:56][CH:57]=4)=[S:48])=[CH:3][C:4]=3[F:27])[CH:13]=2)[CH2:17][CH2:18]1)(=[O:24])[CH3:23], predict the reactants needed to synthesize it. (2) Given the product [Si:15]([O:14][CH2:13][CH2:12][CH2:11][N:7]1[C:8]2[C:4](=[CH:3][C:2]([B:37]([OH:40])[OH:38])=[CH:10][CH:9]=2)[CH:5]=[N:6]1)([C:28]([CH3:31])([CH3:29])[CH3:30])([C:22]1[CH:27]=[CH:26][CH:25]=[CH:24][CH:23]=1)[C:16]1[CH:21]=[CH:20][CH:19]=[CH:18][CH:17]=1, predict the reactants needed to synthesize it. The reactants are: Br[C:2]1[CH:3]=[C:4]2[C:8](=[CH:9][CH:10]=1)[N:7]([CH2:11][CH2:12][CH2:13][O:14][Si:15]([C:28]([CH3:31])([CH3:30])[CH3:29])([C:22]1[CH:27]=[CH:26][CH:25]=[CH:24][CH:23]=1)[C:16]1[CH:21]=[CH:20][CH:19]=[CH:18][CH:17]=1)[N:6]=[CH:5]2.C([Li])CCC.[B:37](OC)([O:40]C)[O:38]C. (3) Given the product [OH:15][CH2:16][CH2:17][O:18][C:19]1[C:28]2[C:23](=[CH:24][CH:25]=[CH:26][CH:27]=2)[C:22]([C:29]2[NH:6][C:4](=[O:5])[C:3]3[C:2](=[CH:10][C:9]([O:11][CH3:12])=[CH:8][C:7]=3[O:13][CH3:14])[N:1]=2)=[CH:21][CH:20]=1, predict the reactants needed to synthesize it. The reactants are: [NH2:1][C:2]1[CH:10]=[C:9]([O:11][CH3:12])[CH:8]=[C:7]([O:13][CH3:14])[C:3]=1[C:4]([NH2:6])=[O:5].[OH:15][CH2:16][CH2:17][O:18][C:19]1[C:28]2[C:23](=[CH:24][CH:25]=[CH:26][CH:27]=2)[C:22]([CH:29]=O)=[CH:21][CH:20]=1.S([O-])(O)=O.[Na+].C1(C)C=CC(S(O)(=O)=O)=CC=1. (4) Given the product [CH3:1][O:2][C:3](=[O:19])[C:4]1[CH:5]=[CH:6][C:7]([CH:10]=[CH:42][CH:41]([C:37]2[CH:36]=[C:35]3[C:40]([C:31]([CH3:49])([CH3:30])[CH2:32][CH2:33][O:34]3)=[CH:39][CH:38]=2)[CH2:44][CH2:45][CH2:46][CH2:47][CH3:48])=[CH:8][CH:9]=1, predict the reactants needed to synthesize it. The reactants are: [CH3:1][O:2][C:3](=[O:19])[C:4]1[CH:9]=[CH:8][C:7]([CH2:10]P(OCC)(OCC)=O)=[CH:6][CH:5]=1.C[Si]([N-][Si](C)(C)C)(C)C.[Li+].[CH3:30][C:31]1([CH3:49])[C:40]2[C:35](=[CH:36][C:37]([CH:41]([CH2:44][CH2:45][CH2:46][CH2:47][CH3:48])[CH:42]=O)=[CH:38][CH:39]=2)[O:34][CH2:33][CH2:32]1.